This data is from Full USPTO retrosynthesis dataset with 1.9M reactions from patents (1976-2016). The task is: Predict the reactants needed to synthesize the given product. (1) Given the product [ClH:31].[Cl:31][C:26]1[CH:27]=[CH:28][CH:29]=[CH:30][C:25]=1[C@@H:20]1[C:19]2[CH:32]=[CH:33][CH:34]=[CH:35][C:18]=2[C:17]2[N:16]=[C:15]([NH:14][C:11]3[CH:10]=[CH:9][C:8]([CH2:7][CH2:6][N:36]4[CH2:41][CH2:40][CH2:39][CH2:38][CH2:37]4)=[CH:13][CH:12]=3)[N:24]=[CH:23][C:22]=2[CH2:21]1, predict the reactants needed to synthesize it. The reactants are: CS(O[CH2:6][CH2:7][C:8]1[CH:13]=[CH:12][C:11]([NH:14][C:15]2[N:24]=[CH:23][C:22]3[CH2:21][C@H:20]([C:25]4[CH:30]=[CH:29][CH:28]=[CH:27][C:26]=4[Cl:31])[C:19]4[CH:32]=[CH:33][CH:34]=[CH:35][C:18]=4[C:17]=3[N:16]=2)=[CH:10][CH:9]=1)(=O)=O.[NH:36]1[CH2:41][CH2:40][CH2:39][CH2:38][CH2:37]1. (2) Given the product [S:1]1[C:5]2[CH:6]=[C:7]([NH:10][C:11]3[CH:16]=[C:15]([NH:17][C:18]4[CH:19]=[CH:20][C:21]([C:22](=[O:23])[NH:38][CH3:37])=[CH:25][CH:26]=4)[C:14]([C:27]([NH:28][CH2:29][C@@H:30]([F:35])[C:31]([OH:34])([CH3:33])[CH3:32])=[O:36])=[CH:13][N:12]=3)[CH:8]=[CH:9][C:4]=2[N:3]=[CH:2]1, predict the reactants needed to synthesize it. The reactants are: [S:1]1[C:5]2[CH:6]=[C:7]([NH:10][C:11]3[CH:16]=[C:15]([NH:17][C:18]4[CH:26]=[CH:25][C:21]([C:22](O)=[O:23])=[CH:20][CH:19]=4)[C:14]([C:27](=[O:36])[NH:28][CH2:29][CH:30]([F:35])[C:31]([OH:34])([CH3:33])[CH3:32])=[CH:13][N:12]=3)[CH:8]=[CH:9][C:4]=2[N:3]=[CH:2]1.[CH3:37][NH2:38].C(O)(C(F)(F)F)=O. (3) Given the product [O:1]1[CH:5]=[CH:4][CH:3]=[C:2]1[CH2:6][CH2:7][C:8](=[O:16])[CH2:9][CH2:10][C:11]([O:13][CH2:14][CH3:15])=[O:12], predict the reactants needed to synthesize it. The reactants are: [O:1]1[CH:5]=[CH:4][CH:3]=[C:2]1/[CH:6]=[CH:7]/[C:8](=[O:16])[CH2:9][CH2:10][C:11]([O:13][CH2:14][CH3:15])=[O:12].[H][H]. (4) Given the product [CH2:17]([O:1][C:2]1[CH:11]=[CH:10][C:5]2[CH2:6][O:7][B:8]([OH:9])[C:4]=2[CH:3]=1)[CH:16]=[CH2:15], predict the reactants needed to synthesize it. The reactants are: [OH:1][C:2]1[CH:11]=[CH:10][C:5]2[CH2:6][O:7][B:8]([OH:9])[C:4]=2[CH:3]=1.[H-].[Na+].Br[CH2:15][CH:16]=[CH2:17].Cl. (5) The reactants are: C(N(CC)CC)C.[CH3:8][O:9][C:10]1[CH:11]=[C:12]([NH:27][C:28]2[N:33]=[C:32]([O:34][C:35]3[C:44]4[C:39](=[CH:40][CH:41]=[CH:42][CH:43]=4)[C:38]([NH:45][C:46](=O)[O:47]C4C=CC=CC=4)=[CH:37][CH:36]=3)[CH:31]=[CH:30][N:29]=2)[CH:13]=[C:14]([O:16][CH2:17][CH2:18][O:19][CH2:20][CH2:21][O:22][CH2:23][CH2:24][O:25][CH3:26])[CH:15]=1.[NH2:55][C:56]1[CH:57]=[C:58]([CH:63]=[C:64]([C:66]([CH3:69])([CH3:68])[CH3:67])[CH:65]=1)[C:59]([NH:61][CH3:62])=[O:60]. Given the product [C:66]([C:64]1[CH:63]=[C:58]([CH:57]=[C:56]([NH:55][C:46]([NH:45][C:38]2[C:39]3[C:44](=[CH:43][CH:42]=[CH:41][CH:40]=3)[C:35]([O:34][C:32]3[CH:31]=[CH:30][N:29]=[C:28]([NH:27][C:12]4[CH:13]=[C:14]([O:16][CH2:17][CH2:18][O:19][CH2:20][CH2:21][O:22][CH2:23][CH2:24][O:25][CH3:26])[CH:15]=[C:10]([O:9][CH3:8])[CH:11]=4)[N:33]=3)=[CH:36][CH:37]=2)=[O:47])[CH:65]=1)[C:59]([NH:61][CH3:62])=[O:60])([CH3:69])([CH3:68])[CH3:67], predict the reactants needed to synthesize it. (6) Given the product [CH3:20][C:19]1[CH:18]=[CH:17][C:16]([S:12]([OH:15])(=[O:14])=[O:13])=[CH:22][CH:21]=1.[NH2:23][C@H:24]([C:33]1[CH:38]=[CH:37][CH:36]=[CH:35][CH:34]=1)[C:25]([O:27][CH:28]1[CH2:32][CH2:31][CH2:30][CH2:29]1)=[O:26], predict the reactants needed to synthesize it. The reactants are: C1C=CC([C@@H](N)C(O)=O)=CC=1.[S:12]([C:16]1[CH:22]=[CH:21][C:19]([CH3:20])=[CH:18][CH:17]=1)([OH:15])(=[O:14])=[O:13].[NH2:23][C@@H:24]([C:33]1[CH:38]=[CH:37][CH:36]=[CH:35][CH:34]=1)[C:25]([O:27][CH:28]1[CH2:32][CH2:31][CH2:30][CH2:29]1)=[O:26].